This data is from NCI-60 drug combinations with 297,098 pairs across 59 cell lines. The task is: Regression. Given two drug SMILES strings and cell line genomic features, predict the synergy score measuring deviation from expected non-interaction effect. Drug 1: CC(CN1CC(=O)NC(=O)C1)N2CC(=O)NC(=O)C2. Cell line: UO-31. Synergy scores: CSS=15.0, Synergy_ZIP=-6.46, Synergy_Bliss=-3.29, Synergy_Loewe=0.600, Synergy_HSA=1.00. Drug 2: C1C(C(OC1N2C=NC3=C2NC=NCC3O)CO)O.